Dataset: Reaction yield outcomes from USPTO patents with 853,638 reactions. Task: Predict the reaction yield, written as a fraction of the theoretical maximum amount of product (1.0 means a 100% yield; for example, 0.34 means a 34% yield). The reactants are [CH2:1]([N:8]1[C:16]2[C:11](=[CH:12][C:13]([C:17]3[CH:22]=[C:21]([C:23]([F:26])([F:25])[F:24])[CH:20]=[C:19]([C:27]([F:30])([F:29])[F:28])[CH:18]=3)=[CH:14][CH:15]=2)[C:10]([C:31](=[O:37])[C:32]([O:34]CC)=[O:33])=[CH:9]1)[C:2]1[CH:7]=[CH:6][CH:5]=[CH:4][CH:3]=1.[OH-].[K+]. The catalyst is C1COCC1.O. The product is [CH2:1]([N:8]1[C:16]2[C:11](=[CH:12][C:13]([C:17]3[CH:18]=[C:19]([C:27]([F:28])([F:29])[F:30])[CH:20]=[C:21]([C:23]([F:26])([F:24])[F:25])[CH:22]=3)=[CH:14][CH:15]=2)[C:10]([C:31](=[O:37])[C:32]([OH:34])=[O:33])=[CH:9]1)[C:2]1[CH:3]=[CH:4][CH:5]=[CH:6][CH:7]=1. The yield is 0.470.